The task is: Predict the product of the given reaction.. This data is from Forward reaction prediction with 1.9M reactions from USPTO patents (1976-2016). (1) Given the reactants [O:1]=[C:2]1[NH:6][C:5]2[S:7][C:8]([C:10]([NH2:12])=[O:11])=[CH:9][C:4]=2[CH2:3]1.CC1N=CNC=1[CH:19]=[O:20].[NH:21]1[CH2:26][CH2:25][CH2:24][CH2:23][CH2:22]1, predict the reaction product. The product is: [CH3:19][O:20][C:24]1[CH:23]=[CH:22][NH:21][C:26]=1/[CH:25]=[C:3]1/[C:4]2[CH:9]=[C:8]([C:10]([NH2:12])=[O:11])[S:7][C:5]=2[NH:6][C:2]/1=[O:1]. (2) Given the reactants [NH2:1][C:2]1[CH:7]=[CH:6][C:5]([OH:8])=[CH:4][CH:3]=1.CC(C)([O-])C.[K+].[Cl:15][C:16]1[CH:21]=[C:20](Cl)[CH:19]=[CH:18][N:17]=1, predict the reaction product. The product is: [Cl:15][C:16]1[CH:21]=[C:20]([O:8][C:5]2[CH:6]=[CH:7][C:2]([NH2:1])=[CH:3][CH:4]=2)[CH:19]=[CH:18][N:17]=1. (3) Given the reactants [N:1]1([CH2:7][CH2:8][O:9][C:10]2[CH:11]=[C:12]([CH:18]=[CH:19][CH:20]=2)[C:13]([O:15]CC)=[O:14])[CH2:6][CH2:5][O:4][CH2:3][CH2:2]1.Cl, predict the reaction product. The product is: [N:1]1([CH2:7][CH2:8][O:9][C:10]2[CH:11]=[C:12]([CH:18]=[CH:19][CH:20]=2)[C:13]([OH:15])=[O:14])[CH2:6][CH2:5][O:4][CH2:3][CH2:2]1. (4) Given the reactants [CH3:1][Li].[Br:3][C:4]1[CH:15]=[CH:14][C:7]([C:8](N(OC)C)=[O:9])=[CH:6][C:5]=1[CH3:16], predict the reaction product. The product is: [Br:3][C:4]1[CH:15]=[CH:14][C:7]([C:8](=[O:9])[CH3:1])=[CH:6][C:5]=1[CH3:16]. (5) The product is: [CH3:1][O:2][C:3](=[O:27])/[CH:4]=[CH:5]/[C:6]1[CH:7]=[C:8]2[C:23](=[CH:24][CH:25]=1)[O:22][C:11]1([CH2:12][N:13]([CH2:15][C:32]3[CH:35]=[CH:36][C:29]([F:28])=[CH:30][CH:31]=3)[CH2:14]1)[CH2:10][C:9]2=[O:26]. Given the reactants [CH3:1][O:2][C:3](=[O:27])/[CH:4]=[CH:5]/[C:6]1[CH:7]=[C:8]2[C:23](=[CH:24][CH:25]=1)[O:22][C:11]1([CH2:14][N:13]([C:15](OC(C)(C)C)=O)[CH2:12]1)[CH2:10][C:9]2=[O:26].[F:28][C:29]1[CH:36]=[CH:35][C:32](C=O)=[CH:31][CH:30]=1.[BH-](OC(C)=O)(OC(C)=O)OC(C)=O.[Na+], predict the reaction product. (6) Given the reactants [F:1][C:2]1[CH:3]=[C:4]([CH:8]=[CH:9][CH:10]=1)[C:5](Cl)=[O:6].[CH2:11]([NH:18][C:19]([C:21]1[S:25][C:24]([NH2:26])=[N:23][C:22]=1[CH3:27])=[O:20])[C:12]1[CH:17]=[CH:16][CH:15]=[CH:14][CH:13]=1, predict the reaction product. The product is: [CH2:11]([NH:18][C:19]([C:21]1[S:25][C:24]([NH:26][C:5](=[O:6])[C:4]2[CH:8]=[CH:9][CH:10]=[C:2]([F:1])[CH:3]=2)=[N:23][C:22]=1[CH3:27])=[O:20])[C:12]1[CH:17]=[CH:16][CH:15]=[CH:14][CH:13]=1. (7) Given the reactants [CH:1]([Mg]Cl)([CH3:3])[CH3:2].[C:6]([N:13]1[CH2:19][CH2:18][CH2:17][C@H:14]1[CH:15]=[O:16])([O:8][C:9]([CH3:12])([CH3:11])[CH3:10])=[O:7], predict the reaction product. The product is: [C:6]([N:13]1[CH2:19][CH2:18][CH2:17][C@H:14]1[C:15](=[O:16])[CH:1]([CH3:3])[CH3:2])([O:8][C:9]([CH3:12])([CH3:11])[CH3:10])=[O:7].